From a dataset of Forward reaction prediction with 1.9M reactions from USPTO patents (1976-2016). Predict the product of the given reaction. (1) Given the reactants C([O-])(O)=O.[Na+].[C:17]([O:16][C:14](O[C:14]([O:16][C:17]([CH3:20])([CH3:19])[CH3:18])=[O:15])=[O:15])([CH3:20])([CH3:19])[CH3:18].[K+].[Br-].[Br-].[Br:24][CH2:25][CH2:26][CH2:27][NH3+:28], predict the reaction product. The product is: [C:17]([O:16][C:14](=[O:15])[NH:28][CH2:27][CH2:26][CH2:25][Br:24])([CH3:18])([CH3:19])[CH3:20]. (2) Given the reactants C([O:3][C:4](=[O:32])[CH2:5][C:6]1[CH:11]=[CH:10][C:9]([C:12]#[C:13][C:14]2[CH:23]=[CH:22][C:21]3[CH:20]([N:24]([CH:26]4[CH2:28][CH2:27]4)[CH3:25])[CH2:19][CH2:18][C:17]([CH3:30])([CH3:29])[C:16]=3[CH:15]=2)=[CH:8][C:7]=1[F:31])C.CO.O1CCCC1.O.[OH-].[Li+], predict the reaction product. The product is: [CH:26]1([N:24]([CH3:25])[CH:20]2[CH2:19][CH2:18][C:17]([CH3:30])([CH3:29])[C:16]3[CH:15]=[C:14]([C:13]#[C:12][C:9]4[CH:10]=[CH:11][C:6]([CH2:5][C:4]([OH:32])=[O:3])=[C:7]([F:31])[CH:8]=4)[CH:23]=[CH:22][C:21]2=3)[CH2:28][CH2:27]1. (3) Given the reactants [F:1][C:2]([F:38])([F:37])[C:3]1[C:4]([O:26][CH:27]2[CH2:32][CH2:31][CH:30]([C:33]([F:36])([F:35])[F:34])[CH2:29][CH2:28]2)=[CH:5][CH:6]=[C:7]2[C:12]=1[CH:11]=[C:10]([CH:13]([N:15]1[CH:20]3[CH2:21][CH2:22][CH:16]1[CH2:17][CH:18]([C:23]([OH:25])=[O:24])[CH2:19]3)[CH3:14])[CH:9]=[CH:8]2.C(=O)=O, predict the reaction product. The product is: [F:36][C:33]([F:34])([F:35])[C@@H:30]1[CH2:31][CH2:32][C@H:27]([O:26][C:4]2[C:3]([C:2]([F:1])([F:37])[F:38])=[C:12]3[C:7]([CH:8]=[CH:9][C:10]([C@H:13]([N:15]4[CH:16]5[CH2:22][CH2:21][CH:20]4[CH2:19][CH:18]([C:23]([OH:25])=[O:24])[CH2:17]5)[CH3:14])=[CH:11]3)=[CH:6][CH:5]=2)[CH2:28][CH2:29]1. (4) Given the reactants [CH:1]([CH:4]1[NH:8][CH2:7][CH2:6]O1)([CH3:3])[CH3:2].[BH4-].[Na+].C[CH2:12][OH:13], predict the reaction product. The product is: [CH2:4]([NH:8][CH2:7][CH2:6][CH2:12][OH:13])[CH:1]([CH3:2])[CH3:3].